From a dataset of Catalyst prediction with 721,799 reactions and 888 catalyst types from USPTO. Predict which catalyst facilitates the given reaction. (1) Reactant: C([N:3](CC)[CH:4]=[O:5])C.[O:8]1[CH:12]=[CH:11][C:10]([C:13]([OH:15])=O)=[CH:9]1.[C:16](Cl)(=O)C(Cl)=O.Cl.CNOC.C(N(CC)CC)C. Product: [CH3:16][O:5][CH2:4][NH:3][C:13]([C:10]1[CH:11]=[CH:12][O:8][CH:9]=1)=[O:15]. The catalyst class is: 232. (2) Reactant: [OH:1][C:2]1[CH:7]=[CH:6][C:5]([OH:8])=[CH:4][C:3]=1[C:9](=[O:11])[CH3:10].[CH3:12][C:13]([CH3:15])=O.N1CCCCC1. Product: [OH:8][C:5]1[CH:4]=[C:3]2[C:2](=[CH:7][CH:6]=1)[O:1][C:13]([CH3:15])([CH3:12])[CH2:10][C:9]2=[O:11]. The catalyst class is: 17. (3) Reactant: [Cl-].O[NH3+:3].[C:4](=[O:7])([O-])[OH:5].[Na+].CS(C)=O.[CH2:13]([C:15]1[N:16]=[C:17]([CH2:45][CH2:46][CH3:47])[N:18]([CH2:30][C:31]2[CH:36]=[CH:35][C:34]([C:37]3[C:38]([C:43]#[N:44])=[CH:39][CH:40]=[CH:41][CH:42]=3)=[CH:33][CH:32]=2)[C:19](=[O:29])[C:20]=1[C:21]1[CH:26]=[CH:25][C:24]([O:27][CH3:28])=[CH:23][CH:22]=1)[CH3:14]. Product: [CH2:13]([C:15]1[N:16]=[C:17]([CH2:45][CH2:46][CH3:47])[N:18]([CH2:30][C:31]2[CH:36]=[CH:35][C:34]([C:37]3[CH:42]=[CH:41][CH:40]=[CH:39][C:38]=3[C:43]3[NH:3][C:4](=[O:7])[O:5][N:44]=3)=[CH:33][CH:32]=2)[C:19](=[O:29])[C:20]=1[C:21]1[CH:22]=[CH:23][C:24]([O:27][CH3:28])=[CH:25][CH:26]=1)[CH3:14]. The catalyst class is: 6.